From a dataset of Full USPTO retrosynthesis dataset with 1.9M reactions from patents (1976-2016). Predict the reactants needed to synthesize the given product. (1) Given the product [ClH:38].[F:1][C:2]1[CH:3]=[CH:4][C:5]([CH2:8][O:9][C:10]2[CH:15]=[CH:14][N:13]([C:16]3[CH:17]=[CH:18][C:19]4[O:36][C:23]5[CH2:24][NH:25][CH2:26][CH2:27][CH2:28][C:22]=5[C:20]=4[CH:21]=3)[C:12](=[O:37])[CH:11]=2)=[N:6][CH:7]=1, predict the reactants needed to synthesize it. The reactants are: [F:1][C:2]1[CH:3]=[CH:4][C:5]([CH2:8][O:9][C:10]2[CH:15]=[CH:14][N:13]([C:16]3[CH:17]=[CH:18][C:19]4[O:36][C:23]5[CH2:24][N:25](C(OC(C)(C)C)=O)[CH2:26][CH2:27][CH2:28][C:22]=5[C:20]=4[CH:21]=3)[C:12](=[O:37])[CH:11]=2)=[N:6][CH:7]=1.[ClH:38]. (2) Given the product [Br:1][C:2]1[CH:3]=[C:4]([C:13]([C:15]([F:18])([F:17])[F:16])=[CH2:14])[CH:5]=[C:6]([Br:8])[CH:7]=1, predict the reactants needed to synthesize it. The reactants are: [Br:1][C:2]1[CH:3]=[C:4](B(O)O)[CH:5]=[C:6]([Br:8])[CH:7]=1.Br[C:13]([C:15]([F:18])([F:17])[F:16])=[CH2:14].C([O-])([O-])=O.[K+].[K+]. (3) Given the product [Cl:1][C:2]1[CH:3]=[CH:4][C:5]([CH:8]([N:10]2[C:18]3[C:13](=[CH:14][CH:15]=[CH:16][CH:17]=3)[C:12]([C:19]([OH:21])=[O:20])=[CH:11]2)[CH3:9])=[CH:6][CH:7]=1, predict the reactants needed to synthesize it. The reactants are: [Cl:1][C:2]1[CH:7]=[CH:6][C:5]([CH:8]([N:10]2[C:18]3[C:13](=[CH:14][CH:15]=[CH:16][CH:17]=3)[C:12]([C:19]([O:21]CC)=[O:20])=[C:11]2C)[CH3:9])=[CH:4][CH:3]=1.[OH-].[K+].Cl. (4) Given the product [CH3:22][O:21][C:19]1[CH:18]=[C:17]([C:23]2[NH:12][C:11]3[N:10]([N:9]=[CH:8][C:7]=3[C:2]3[CH:3]=[CH:4][CH:5]=[CH:6][N:1]=3)[C:25](=[O:26])[CH:24]=2)[CH:16]=[C:15]([O:14][CH3:13])[CH:20]=1, predict the reactants needed to synthesize it. The reactants are: [N:1]1[CH:6]=[CH:5][CH:4]=[CH:3][C:2]=1[C:7]1[CH:8]=[N:9][NH:10][C:11]=1[NH2:12].[CH3:13][O:14][C:15]1[CH:16]=[C:17]([C:23](=O)[CH2:24][C:25](OCC)=[O:26])[CH:18]=[C:19]([O:21][CH3:22])[CH:20]=1. (5) Given the product [C:24]([NH:17][C:14]1[CH:15]=[CH:16][C:11]([N:7]2[C:8]3[C:4](=[CH:3][C:2]([NH:1][C:24](=[O:26])[C:23]4[CH:22]=[CH:21][C:20]([N:19]([CH3:18])[CH3:29])=[CH:28][CH:27]=4)=[CH:10][CH:9]=3)[CH:5]=[N:6]2)=[CH:12][CH:13]=1)(=[O:26])[C:23]1[CH:27]=[CH:28][CH:20]=[CH:21][CH:22]=1, predict the reactants needed to synthesize it. The reactants are: [NH2:1][C:2]1[CH:3]=[C:4]2[C:8](=[CH:9][CH:10]=1)[N:7]([C:11]1[CH:16]=[CH:15][C:14]([NH2:17])=[CH:13][CH:12]=1)[N:6]=[CH:5]2.[CH3:18][N:19]([CH3:29])[C:20]1[CH:28]=[CH:27][C:23]([C:24]([O-:26])=O)=[CH:22][CH:21]=1. (6) Given the product [C:1]1([S:7]([N:10]=[C:11]([S:20][C:21]2[CH:22]=[CH:23][CH:24]=[CH:25][CH:26]=2)[CH:12]=[CH:13][S:7][C:1]2[CH:6]=[CH:5][CH:4]=[CH:3][CH:2]=2)(=[O:8])=[O:9])[CH:2]=[CH:3][CH:4]=[CH:5][CH:6]=1, predict the reactants needed to synthesize it. The reactants are: [C:1]1([S:7]([NH:10][C:11](=[S:20])[CH:12]=[CH:13]C2C=CC=CC=2)(=[O:9])=[O:8])[CH:6]=[CH:5][CH:4]=[CH:3][CH:2]=1.[C:21]1(C)[CH:26]=[CH:25][CH:24]=[CH:23][CH:22]=1.S(Cl)(Cl)=O. (7) Given the product [F:1][C:2]([F:39])([F:40])[C:3]1[CH:4]=[C:5]([CH:13]2[O:38][C:51](=[O:53])[N:15]([CH2:16][C:17]3[CH:22]=[C:21]([C:23]([F:24])([F:25])[F:26])[CH:20]=[CH:19][C:18]=3[C:27]3[CH:32]=[C:31]([CH:33]([CH3:35])[CH3:34])[CH:30]=[CH:29][C:28]=3[O:36][CH3:37])[CH2:14]2)[CH:6]=[C:7]([C:9]([F:11])([F:10])[F:12])[CH:8]=1, predict the reactants needed to synthesize it. The reactants are: [F:1][C:2]([F:40])([F:39])[C:3]1[CH:4]=[C:5]([CH:13]([OH:38])[CH2:14][NH:15][CH2:16][C:17]2[CH:22]=[C:21]([C:23]([F:26])([F:25])[F:24])[CH:20]=[CH:19][C:18]=2[C:27]2[CH:32]=[C:31]([CH:33]([CH3:35])[CH3:34])[CH:30]=[CH:29][C:28]=2[O:36][CH3:37])[CH:6]=[C:7]([C:9]([F:12])([F:11])[F:10])[CH:8]=1.CCN(C(C)C)C(C)C.Cl[C:51](Cl)([O:53]C(=O)OC(Cl)(Cl)Cl)Cl.C([O-])(O)=O.[Na+]. (8) The reactants are: C(O[C:6]([N:8]1[CH:12]([CH2:13][O:14][C:15]2[CH:24]=[CH:23][C:18]([C:19]([O:21][CH3:22])=[O:20])=[CH:17][CH:16]=2)[CH2:11][S:10][CH2:9]1)=[O:7])(C)(C)C.C(O)(C(F)(F)F)=[O:26].C1[CH:33]=[CH:34][C:35]2N(O)N=N[C:36]=2[CH:37]=1.C(N([CH2:47][CH3:48])CC)C.[CH3:49][CH2:50][N:51]=[C:52]=[N:53][CH2:54][CH2:55][CH2:56]N(C)C.Cl.C1[CH2:65][O:64][CH2:63][CH2:62]1. Given the product [CH3:65][O:64][C:63]1[CH:62]=[C:47]([CH2:48][C:6]([N:8]2[CH:12]([CH2:13][O:14][C:15]3[CH:16]=[CH:17][C:18]([C:19]([O:21][CH3:22])=[O:20])=[CH:23][CH:24]=3)[CH2:11][S:10][CH2:9]2)=[O:7])[CH:56]=[CH:55][C:54]=1[NH:53][C:52]([NH:51][C:50]1[CH:49]=[CH:37][CH:36]=[CH:35][C:34]=1[CH3:33])=[O:26], predict the reactants needed to synthesize it.